Predict the reaction yield, written as a fraction of the theoretical maximum amount of product (1.0 means a 100% yield; for example, 0.34 means a 34% yield). From a dataset of Reaction yield outcomes from USPTO patents with 853,638 reactions. (1) The reactants are [OH:1][C@H:2]([C:22]1[CH:27]=[CH:26][CH:25]=[CH:24][CH:23]=1)[C@@H:3]([CH2:18][CH2:19][C:20]#[CH:21])[C:4](N1[C@@H](C2C=CC=CC=2)COC1=O)=[O:5].[O:28]1CCCC1.OO.[OH-].[Li+]. The catalyst is O. The product is [OH:1][C@H:2]([C:22]1[CH:27]=[CH:26][CH:25]=[CH:24][CH:23]=1)[C@@H:3]([CH2:18][CH2:19][C:20]#[CH:21])[C:4]([OH:5])=[O:28]. The yield is 0.820. (2) The reactants are [CH:1](O)([CH3:3])[CH3:2].[CH3:5][O:6][C:7](=[O:19])[C:8]1[CH:13]=[CH:12][C:11]([O:14][C:15](=[O:17])[CH3:16])=[CH:10][C:9]=1[OH:18].C1C=CC(P(C2C=CC=CC=2)C2C=CC=CC=2)=CC=1.CCOC(/N=N/C(OCC)=O)=O. The catalyst is ClCCl. The product is [CH3:5][O:6][C:7](=[O:19])[C:8]1[CH:13]=[CH:12][C:11]([O:14][C:15](=[O:17])[CH3:16])=[CH:10][C:9]=1[O:18][CH:1]([CH3:3])[CH3:2]. The yield is 0.790. (3) The reactants are C[O:2][C:3]1[CH:12]=[C:11]2[C:6]([CH:7]=[C:8]([CH3:13])[N:9]=[CH:10]2)=[CH:5][CH:4]=1.B(Br)(Br)Br.CO. The catalyst is C(Cl)Cl. The product is [CH3:13][C:8]1[N:9]=[CH:10][C:11]2[C:6]([CH:7]=1)=[CH:5][CH:4]=[C:3]([OH:2])[CH:12]=2. The yield is 0.920. (4) The reactants are [S:1]1[C:5]2[CH:6]=[CH:7][CH:8]=[CH:9][C:4]=2[N:3]=[C:2]1[C:10]1[CH:11]=[C:12]([S:15](Cl)(=[O:17])=[O:16])[S:13][CH:14]=1.[CH2:19]([O:21][C:22](=[O:30])[CH2:23][C:24]1[N:25]=[C:26]([NH2:29])[S:27][CH:28]=1)[CH3:20]. The catalyst is N1C=CC=CC=1. The product is [CH2:19]([O:21][C:22](=[O:30])[CH2:23][C:24]1[N:25]=[C:26]([NH:29][S:15]([C:12]2[S:13][CH:14]=[C:10]([C:2]3[S:1][C:5]4[CH:6]=[CH:7][CH:8]=[CH:9][C:4]=4[N:3]=3)[CH:11]=2)(=[O:17])=[O:16])[S:27][CH:28]=1)[CH3:20]. The yield is 0.300. (5) The reactants are [F:1][C:2]1[CH:7]=[CH:6][CH:5]=[C:4]([F:8])[C:3]=1[C:9]1[CH:10]=[C:11]2[C:15](=[CH:16][CH:17]=1)[N:14](C1CCCCO1)[N:13]=[C:12]2[C:24]1[CH:29]=[N:28][CH:27]=[C:26]([O:30][C:31]2[CH:32]=[N:33][CH:34]=[CH:35][CH:36]=2)[N:25]=1.Cl. The catalyst is CO. The product is [F:8][C:4]1[CH:5]=[CH:6][CH:7]=[C:2]([F:1])[C:3]=1[C:9]1[CH:10]=[C:11]2[C:15](=[CH:16][CH:17]=1)[NH:14][N:13]=[C:12]2[C:24]1[CH:29]=[N:28][CH:27]=[C:26]([O:30][C:31]2[CH:32]=[N:33][CH:34]=[CH:35][CH:36]=2)[N:25]=1. The yield is 0.900. (6) The reactants are [CH2:1]([S:3]([N:6]1[CH2:11][CH2:10][CH:9]([C:12]2[C:20]3[C:15](=[C:16]([C:28]([NH2:30])=[O:29])[CH:17]=[C:18]([C:21]4[S:22][C:23]([CH:26]=O)=[CH:24][CH:25]=4)[CH:19]=3)[NH:14][CH:13]=2)[CH2:8][CH2:7]1)(=[O:5])=[O:4])[CH3:2].[CH3:31][NH2:32].C1COCC1.C(O[BH-](OC(=O)C)OC(=O)C)(=O)C.[Na+]. The catalyst is CS(C)=O.C(O)(=O)C. The product is [CH2:1]([S:3]([N:6]1[CH2:7][CH2:8][CH:9]([C:12]2[C:20]3[C:15](=[C:16]([C:28]([NH2:30])=[O:29])[CH:17]=[C:18]([C:21]4[S:22][C:23]([CH2:26][NH:32][CH3:31])=[CH:24][CH:25]=4)[CH:19]=3)[NH:14][CH:13]=2)[CH2:10][CH2:11]1)(=[O:4])=[O:5])[CH3:2]. The yield is 0.200.